The task is: Predict the reaction yield, written as a fraction of the theoretical maximum amount of product (1.0 means a 100% yield; for example, 0.34 means a 34% yield).. This data is from Reaction yield outcomes from USPTO patents with 853,638 reactions. (1) The reactants are [Cl:1][C:2]1[CH:19]=[CH:18][C:5]([CH2:6][O:7][C:8]2[C:9]([O:16][CH3:17])=[CH:10][C:11]([CH2:14][OH:15])=[N:12][CH:13]=2)=[CH:4][CH:3]=1.CC(OI1(OC(C)=O)(OC(C)=O)OC(=O)C2C=CC=CC1=2)=O. The catalyst is CS(C)=O. The product is [Cl:1][C:2]1[CH:19]=[CH:18][C:5]([CH2:6][O:7][C:8]2[C:9]([O:16][CH3:17])=[CH:10][C:11]([CH:14]=[O:15])=[N:12][CH:13]=2)=[CH:4][CH:3]=1. The yield is 0.720. (2) The reactants are ClC1N=C(C2SC(C(C)C)=NC=2C2C=C(NS(C3C(F)=CC=CC=3F)(=O)=O)C=CC=2)C=CN=1.[Cl:34][C:35]1[N:40]=[C:39]([C:41]2[S:45][C:44]([N:46]3[CH2:51][CH2:50][O:49][CH2:48][CH2:47]3)=[N:43][C:42]=2[C:52]2[C:53]([F:59])=[C:54]([CH:56]=[CH:57][CH:58]=2)[NH2:55])[CH:38]=[CH:37][N:36]=1.[O:60]1[CH:64]=[CH:63][CH:62]=[C:61]1[S:65](Cl)(=[O:67])=[O:66]. No catalyst specified. The product is [Cl:34][C:35]1[N:40]=[C:39]([C:41]2[S:45][C:44]([N:46]3[CH2:47][CH2:48][O:49][CH2:50][CH2:51]3)=[N:43][C:42]=2[C:52]2[C:53]([F:59])=[C:54]([NH:55][S:65]([C:61]3[O:60][CH:64]=[CH:63][CH:62]=3)(=[O:67])=[O:66])[CH:56]=[CH:57][CH:58]=2)[CH:38]=[CH:37][N:36]=1. The yield is 0.630.